Dataset: Blood-brain barrier permeability classification from the B3DB database. Task: Regression/Classification. Given a drug SMILES string, predict its absorption, distribution, metabolism, or excretion properties. Task type varies by dataset: regression for continuous measurements (e.g., permeability, clearance, half-life) or binary classification for categorical outcomes (e.g., BBB penetration, CYP inhibition). Dataset: b3db_classification. (1) The drug is Cc1cnn(C2CCN(c3nc4ccccc4n3Cc3ccc(F)cc3)CC2)c1. The result is 1 (penetrates BBB). (2) The molecule is CC(C)n1c(/C=C/C(O)CC(O)CC(=O)O)c(-c2ccc(F)cc2)c2ccccc21. The result is 0 (does not penetrate BBB). (3) The molecule is Cc1oncc1C(=O)Nc1ccc(C(F)(F)F)cc1. The result is 0 (does not penetrate BBB). (4) The molecule is C=CC1=C(C(=O)O)N2C(=O)C(NC(=O)C(=NO)c3csc(N)n3)C2SC1. The result is 0 (does not penetrate BBB). (5) The drug is OC(CCN1CCCCC1)(c1ccccc1)C1CCCCC1. The result is 1 (penetrates BBB).